From a dataset of Experimentally validated miRNA-target interactions with 360,000+ pairs, plus equal number of negative samples. Binary Classification. Given a miRNA mature sequence and a target amino acid sequence, predict their likelihood of interaction. The miRNA is hsa-miR-6720-5p with sequence UUCCAGCCCUGGUAGGCGCCGCG. The protein sequence of the target gene is MAGAQPGVHALQLKPVCVSDSLKKGTKFVKWDDDSTIVTPIILRTDPQGFFFYWTDQNKETELLDLSLVKDARCGKHAKAPKDPKLRELLDVGNIGHLEQRMITVVYGPDLVNISHLNLVAFQEEVAKEWTNEVFSLATNLLAQNMSRDAFLEKAYTKLKLQVTPEGRIPLKNIYRLFSADRKRVETALEACSLPSSRNDSIPQEDFTPDVYRVFLNNLCPRPEIDNIFSEFGAKSKPYLTVDQMMDFINLKQRDPRLNEILYPPLKQEQVQVLIEKYEPNSSLAKKGQMSVDGFMRYLS.... Result: 0 (no interaction).